Dataset: Reaction yield outcomes from USPTO patents with 853,638 reactions. Task: Predict the reaction yield, written as a fraction of the theoretical maximum amount of product (1.0 means a 100% yield; for example, 0.34 means a 34% yield). (1) The reactants are [CH2:1]([C:8]#[N:9])[C:2]1[CH:7]=[CH:6][CH:5]=[CH:4][CH:3]=1.[Li+].C[Si]([N-][Si](C)(C)C)(C)C.Br[CH2:21][C:22]([O:24][CH2:25][CH3:26])=[O:23]. The catalyst is C1COCC1. The product is [C:8]([C:1]([C:2]1[CH:7]=[CH:6][CH:5]=[CH:4][CH:3]=1)([CH2:21][C:22]([O:24][CH2:25][CH3:26])=[O:23])[CH2:21][C:22]([O:24][CH2:25][CH3:26])=[O:23])#[N:9]. The yield is 0.370. (2) The reactants are [C:1]([N:18]=[C:19]=[S:20])(=[O:17])[O:2][CH2:3][CH:4]1[C:16]2[CH:15]=[CH:14][CH:13]=[CH:12][C:11]=2[C:10]2[C:5]1=[CH:6][CH:7]=[CH:8][CH:9]=2.[NH2:21][C:22]([C:29]1[S:30][CH:31]=[C:32]([Br:34])[CH:33]=1)([CH3:28])[CH2:23][C:24](=[CH2:27])[CH2:25][OH:26]. The catalyst is C1COCC1.CCOC(C)=O. The product is [Br:34][C:32]1[CH:33]=[C:29]([C:22]([NH:21][C:19]([NH:18][C:1](=[O:17])[O:2][CH2:3][CH:4]2[C:5]3[CH:6]=[CH:7][CH:8]=[CH:9][C:10]=3[C:11]3[C:16]2=[CH:15][CH:14]=[CH:13][CH:12]=3)=[S:20])([CH3:28])[CH2:23][C:24]([CH2:25][OH:26])=[CH2:27])[S:30][CH:31]=1. The yield is 0.520. (3) The catalyst is ClCCCl. The yield is 0.405. The product is [Br:15][C:16]1[C:17]2[N:18]([C:23]([C:26]([NH:47][C:45]3[CH:44]=[CH:43][N:42]=[C:41]([F:40])[CH:46]=3)=[O:28])=[CH:24][N:25]=2)[N:19]=[C:20]([Cl:22])[CH:21]=1. The reactants are ClC1C=C(Cl)C2N(C(C(O)=O)=CN=2)N=1.[Br:15][C:16]1[C:17]2[N:18]([C:23]([C:26]([OH:28])=O)=[CH:24][N:25]=2)[N:19]=[C:20]([Cl:22])[CH:21]=1.C(Cl)(=O)C(Cl)=O.CN(C)C=O.[F:40][C:41]1[CH:46]=[C:45]([NH2:47])[CH:44]=[CH:43][N:42]=1.C(N(CC)CC)C.ClC1C=C(Cl)C2N(C(C(NC3C=CN=C(F)C=3)=O)=CN=2)N=1. (4) The reactants are [O:1]([CH2:8][CH2:9][CH2:10][CH2:11][CH2:12][CH2:13][CH:14]([C:16]1[O:17][C:18]([CH3:21])=[N:19][N:20]=1)[OH:15])[C:2]1[CH:7]=[CH:6][CH:5]=[CH:4][CH:3]=1.[CH2:22]([O:29]C1C=CC(OCCCCCCC=O)=CC=1)[C:23]1[CH:28]=[CH:27][CH:26]=[CH:25][CH:24]=1.[Cl-].[Ce+3].[Cl-].[Cl-].CN1NC=CO1. No catalyst specified. The product is [CH2:22]([O:29][C:5]1[CH:4]=[CH:3][C:2]([O:1][CH2:8][CH2:9][CH2:10][CH2:11][CH2:12][CH2:13][CH:14]([C:16]2[O:17][C:18]([CH3:21])=[N:19][N:20]=2)[OH:15])=[CH:7][CH:6]=1)[C:23]1[CH:28]=[CH:27][CH:26]=[CH:25][CH:24]=1. The yield is 0.550. (5) The reactants are [NH:1]1[C:9]2[C:4](=[CH:5][C:6]([O:10][C:11]3[C:20]4[C:15](=[CH:16][C:17]([O:23][CH2:24][CH2:25][CH2:26][N:27]5[CH2:32][CH2:31][NH:30][CH2:29][CH2:28]5)=[C:18]([O:21][CH3:22])[CH:19]=4)[N:14]=[CH:13][N:12]=3)=[CH:7][N:8]=2)[CH:3]=[CH:2]1.ClC(Cl)(Cl)[C:35]([N:37]=C=O)=[O:36]. The catalyst is N1C=CC=CC=1. The product is [NH:1]1[C:9]2[C:4](=[CH:5][C:6]([O:10][C:11]3[C:20]4[C:15](=[CH:16][C:17]([O:23][CH2:24][CH2:25][CH2:26][N:27]5[CH2:32][CH2:31][N:30]([C:35](=[O:36])[NH2:37])[CH2:29][CH2:28]5)=[C:18]([O:21][CH3:22])[CH:19]=4)[N:14]=[CH:13][N:12]=3)=[CH:7][N:8]=2)[CH:3]=[CH:2]1. The yield is 0.430.